This data is from Peptide-MHC class I binding affinity with 185,985 pairs from IEDB/IMGT. The task is: Regression. Given a peptide amino acid sequence and an MHC pseudo amino acid sequence, predict their binding affinity value. This is MHC class I binding data. The peptide sequence is IFKNLTKPL. The MHC is HLA-B15:01 with pseudo-sequence HLA-B15:01. The binding affinity (normalized) is 0.387.